From a dataset of Catalyst prediction with 721,799 reactions and 888 catalyst types from USPTO. Predict which catalyst facilitates the given reaction. (1) Reactant: Cl[C:2]1[C:7]([Br:8])=[N:6][CH:5]=[C:4]([NH2:9])[N:3]=1.[NH3:10]. Product: [NH2:10][C:2]1[C:7]([Br:8])=[N:6][CH:5]=[C:4]([NH2:9])[N:3]=1. The catalyst class is: 8. (2) Reactant: [H-].[Al+3].[Li+].[H-].[H-].[H-].[CH2:7]([O:9][C:10]([CH:12]1[CH2:14][CH:13]1[C:15]([C:17]1[CH:18]=[C:19]2[C:23](=[CH:24][CH:25]=1)[NH:22][CH:21]=[C:20]2[C:26]#[N:27])=[O:16])=[O:11])[CH3:8]. Product: [CH2:7]([O:9][C:10]([CH:12]1[CH2:14][CH:13]1[CH:15]([C:17]1[CH:18]=[C:19]2[C:23](=[CH:24][CH:25]=1)[NH:22][CH:21]=[C:20]2[C:26]#[N:27])[OH:16])=[O:11])[CH3:8]. The catalyst class is: 7. (3) Reactant: [C:1]([C:3]1[CH:4]=[N:5][C:6]2[C:11]([C:12]=1[NH:13][C:14]1[CH:15]=[C:16]([CH:21]=[CH:22][CH:23]=1)[C:17]([O:19][CH3:20])=[O:18])=[CH:10][C:9](F)=[N:8][CH:7]=2)#[N:2].[NH2:25][CH2:26][CH2:27][N:28]1[CH2:33][CH2:32][O:31][CH2:30][CH2:29]1. Product: [C:1]([C:3]1[CH:4]=[N:5][C:6]2[C:11]([C:12]=1[NH:13][C:14]1[CH:15]=[C:16]([CH:21]=[CH:22][CH:23]=1)[C:17]([O:19][CH3:20])=[O:18])=[CH:10][C:9]([NH:25][CH2:26][CH2:27][N:28]1[CH2:33][CH2:32][O:31][CH2:30][CH2:29]1)=[N:8][CH:7]=2)#[N:2]. The catalyst class is: 7.